The task is: Predict the reactants needed to synthesize the given product.. This data is from Full USPTO retrosynthesis dataset with 1.9M reactions from patents (1976-2016). (1) Given the product [Cl:24][C:5]1[C:6]([N:8]([CH3:23])[CH:9]2[CH2:14][CH2:13][N:12]([C:15]3[CH:22]=[CH:21][C:18]([C:19]#[N:20])=[CH:17][N:16]=3)[CH2:11][CH2:10]2)=[N:7][C:2]([NH:41][C:39]2[C:38]([CH3:42])=[N:37][N:36]([CH3:35])[CH:40]=2)=[N:3][CH:4]=1, predict the reactants needed to synthesize it. The reactants are: Cl[C:2]1[N:7]=[C:6]([N:8]([CH3:23])[CH:9]2[CH2:14][CH2:13][N:12]([C:15]3[CH:22]=[CH:21][C:18]([C:19]#[N:20])=[CH:17][N:16]=3)[CH2:11][CH2:10]2)[C:5]([Cl:24])=[CH:4][N:3]=1.CCN(C(C)C)C(C)C.Cl.[CH3:35][N:36]1[CH:40]=[C:39]([NH2:41])[C:38]([CH3:42])=[N:37]1.C(Cl)Cl.CO. (2) Given the product [N+:23]([C:26]1[CH:27]=[C:28]([CH:31]=[CH:32][CH:33]=1)[CH2:29][N:6]1[CH:10]=[CH:9][N:8]=[C:7]1[C:11]1[CH:16]=[CH:15][N:14]=[CH:13][CH:12]=1)([O-:25])=[O:24], predict the reactants needed to synthesize it. The reactants are: CN(C=O)C.[NH:6]1[CH:10]=[CH:9][N:8]=[C:7]1[C:11]1[CH:16]=[CH:15][N:14]=[CH:13][CH:12]=1.C(=O)([O-])[O-].[Na+].[Na+].[N+:23]([C:26]1[CH:27]=[C:28]([CH:31]=[CH:32][CH:33]=1)[CH2:29]Cl)([O-:25])=[O:24].